Dataset: Reaction yield outcomes from USPTO patents with 853,638 reactions. Task: Predict the reaction yield, written as a fraction of the theoretical maximum amount of product (1.0 means a 100% yield; for example, 0.34 means a 34% yield). (1) The reactants are [N:1]([CH2:4][CH2:5][C:6]#[CH:7])=[N+:2]=[N-:3].[C:8]([O:12][C:13]([CH3:16])([CH3:15])[CH3:14])(=[O:11])[C:9]#[CH:10].O=C1O[C@H]([C@H](CO)O)C(O)=C1O. The catalyst is CC(O)(C)C.O.[O-]S([O-])(=O)=O.[Cu+2]. The product is [CH2:4]([N:1]1[CH:10]=[C:9]([C:8]([O:12][C:13]([CH3:16])([CH3:15])[CH3:14])=[O:11])[N:3]=[N:2]1)[CH2:5][C:6]#[CH:7]. The yield is 0.540. (2) The reactants are [C:1]([C:3]1[CH:11]=[CH:10][CH:9]=[C:8]2[C:4]=1[CH:5]=[CH:6][NH:7]2)#[N:2].[C:12](=O)([O-])[O-].[K+].[K+].IC. The catalyst is CN(C)C=O. The product is [CH3:12][N:7]1[C:8]2[CH:9]=[CH:10][CH:11]=[C:3]([C:1]#[N:2])[C:4]=2[CH:5]=[CH:6]1. The yield is 0.970. (3) The reactants are [CH2:1]([C:3]1[N:8]([CH2:9][C:10](=[O:17])[C:11]2[CH:16]=[CH:15][CH:14]=[CH:13][CH:12]=2)[C:7](=[O:18])[C:6]2[C:19]([O:28][CH:29]([CH3:31])[CH3:30])=[C:20]([C:23]([O:25][CH2:26][CH3:27])=[O:24])[N:21]([CH3:22])[C:5]=2[CH:4]=1)[CH3:2].C(=O)([O-])[O-].[K+].[K+].S(OC(C)C)(OC(C)C)(=O)=O. No catalyst specified. The product is [CH2:1]([C:3]1[N:8]([CH2:9][C:10](=[O:17])[C:11]2[CH:16]=[CH:15][CH:14]=[CH:13][CH:12]=2)[C:7](=[O:18])[C:6]2[C:19]([O:28][CH:29]([CH3:30])[CH3:31])=[C:20]([C:23]([OH:25])=[O:24])[N:21]([CH3:22])[C:5]=2[CH:4]=1)[CH3:2].[CH2:1]([C:3]1[N:8]([CH2:9][C:10](=[O:17])[C:11]2[CH:16]=[CH:15][CH:14]=[CH:13][CH:12]=2)[C:7](=[O:18])[C:6]2[C:19]([O:28][CH:29]([CH3:31])[CH3:30])=[C:20]([C:23]([O:25][CH2:26][CH3:27])=[O:24])[N:21]([CH3:22])[C:5]=2[CH:4]=1)[CH3:2]. The yield is 0.970. (4) The reactants are Cl[C:2]1[N:7]2[N:8]=[C:9]([C:22]3[CH:27]=[CH:26][C:25]([F:28])=[CH:24][CH:23]=3)[C:10]([C:11]3[CH:16]=[CH:15][N:14]=[C:13]([N:17]4[CH2:21][CH2:20][CH2:19][CH2:18]4)[N:12]=3)=[C:6]2[CH:5]=[CH:4][C:3]=1[C:29]([F:32])([F:31])[F:30].C1(P(C2C=CC=CC=2)C2C=CC3C(=CC=CC=3)C=2C2C3C(=CC=CC=3)C=CC=2P(C2C=CC=CC=2)C2C=CC=CC=2)C=CC=CC=1.C(=O)([O-])[O-].[Cs+].[Cs+].[CH:85]1([NH2:90])[CH2:89][CH2:88][CH2:87][CH2:86]1. The catalyst is C1(C)C=CC=CC=1.C([O-])(=O)C.[Pd+2].C([O-])(=O)C.CCOCC. The product is [CH:85]1([NH:90][C:2]2[N:7]3[N:8]=[C:9]([C:22]4[CH:27]=[CH:26][C:25]([F:28])=[CH:24][CH:23]=4)[C:10]([C:11]4[CH:16]=[CH:15][N:14]=[C:13]([N:17]5[CH2:21][CH2:20][CH2:19][CH2:18]5)[N:12]=4)=[C:6]3[CH:5]=[CH:4][C:3]=2[C:29]([F:32])([F:31])[F:30])[CH2:89][CH2:88][CH2:87][CH2:86]1. The yield is 0.630. (5) The reactants are [O:1]=[C:2]1[NH:7][C:6]2[CH:8]=[C:9]([CH2:12][N:13]3[CH2:18][CH2:17][N:16]([C:19]4[CH:27]=[CH:26][C:22]([C:23](O)=[O:24])=[CH:21][N:20]=4)[CH2:15][CH2:14]3)[CH:10]=[N:11][C:5]=2[N:4]2[CH2:28][CH2:29][CH2:30][C@@H:3]12.[CH:31]1([NH2:34])[CH2:33][CH2:32]1.CCN(C(C)C)C(C)C.CN(C(ON1N=NC2C=CC=NC1=2)=[N+](C)C)C.F[P-](F)(F)(F)(F)F. The catalyst is CN(C=O)C. The product is [CH:31]1([NH:34][C:23](=[O:24])[C:22]2[CH:26]=[CH:27][C:19]([N:16]3[CH2:17][CH2:18][N:13]([CH2:12][C:9]4[CH:10]=[N:11][C:5]5[N:4]6[CH2:28][CH2:29][CH2:30][C@H:3]6[C:2](=[O:1])[NH:7][C:6]=5[CH:8]=4)[CH2:14][CH2:15]3)=[N:20][CH:21]=2)[CH2:33][CH2:32]1. The yield is 0.737. (6) The reactants are [F:1][C:2]1[CH:7]=[CH:6][CH:5]=[C:4]([N+]([O-])=O)[C:3]=1[CH:11]=[CH:12][N:13]1CCCC1. The catalyst is [Ni].CO. The product is [F:1][C:2]1[CH:7]=[CH:6][CH:5]=[C:4]2[C:3]=1[CH:11]=[CH:12][NH:13]2. The yield is 0.600. (7) The yield is 0.100. The reactants are C([NH:5][S:6]([C:9]1[CH:14]=[CH:13][CH:12]=[C:11]([C:15]2[N:16]=[CH:17][N:18]([C:20]3[N:25]=[C:24]([C:26]([F:29])([F:28])[F:27])[CH:23]=[C:22]([C:30]4[CH:35]=[CH:34][C:33]([C:36]([F:39])([F:38])[F:37])=[CH:32][CH:31]=4)[N:21]=3)[CH:19]=2)[CH:10]=1)(=[O:8])=[O:7])(C)(C)C.C(O)(C(F)(F)F)=O. The catalyst is ClCCl. The product is [F:29][C:26]([F:27])([F:28])[C:24]1[CH:23]=[C:22]([C:30]2[CH:31]=[CH:32][C:33]([C:36]([F:39])([F:38])[F:37])=[CH:34][CH:35]=2)[N:21]=[C:20]([N:18]2[CH:19]=[C:15]([C:11]3[CH:10]=[C:9]([S:6]([NH2:5])(=[O:8])=[O:7])[CH:14]=[CH:13][CH:12]=3)[N:16]=[CH:17]2)[N:25]=1. (8) The catalyst is C1(C)C=CC=CC=1.CO. The yield is 0.950. The reactants are C([O:4][C@H:5]1[C@@H:10]([O:11][CH2:12][C:13]2[CH:18]=[CH:17][CH:16]=[CH:15][CH:14]=2)[C@H:9]([O:19][CH2:20][C:21]2[CH:26]=[CH:25][CH:24]=[CH:23][CH:22]=2)[C@@H:8]([CH2:27][O:28][CH2:29][C:30]2[CH:35]=[CH:34][CH:33]=[CH:32][CH:31]=2)[O:7][C@@H:6]1[O:36][C@H:37]1[C@@H:49]([O:50][CH2:51][C:52]2[CH:57]=[CH:56][CH:55]=[CH:54][CH:53]=2)[C@H:48]([O:58][CH2:59][C:60]2[CH:65]=[CH:64][CH:63]=[CH:62][CH:61]=2)[C@@H:47]([CH2:66][O:67][CH2:68][C:69]2[CH:74]=[CH:73][CH:72]=[CH:71][CH:70]=2)[O:46][C@@H:38]1[S:39][C:40]1[CH:45]=[CH:44][CH:43]=[CH:42][CH:41]=1)(=O)C.[Na]. The product is [CH2:12]([O:11][C@H:10]1[C@H:9]([O:19][CH2:20][C:21]2[CH:26]=[CH:25][CH:24]=[CH:23][CH:22]=2)[C@@H:8]([CH2:27][O:28][CH2:29][C:30]2[CH:35]=[CH:34][CH:33]=[CH:32][CH:31]=2)[O:7][C@H:6]([O:36][C@H:37]2[C@@H:49]([O:50][CH2:51][C:52]3[CH:53]=[CH:54][CH:55]=[CH:56][CH:57]=3)[C@H:48]([O:58][CH2:59][C:60]3[CH:65]=[CH:64][CH:63]=[CH:62][CH:61]=3)[C@@H:47]([CH2:66][O:67][CH2:68][C:69]3[CH:74]=[CH:73][CH:72]=[CH:71][CH:70]=3)[O:46][C@@H:38]2[S:39][C:40]2[CH:45]=[CH:44][CH:43]=[CH:42][CH:41]=2)[C@H:5]1[OH:4])[C:13]1[CH:14]=[CH:15][CH:16]=[CH:17][CH:18]=1. (9) The reactants are [N:1]1([CH:7]2[CH2:12][CH2:11][N:10]([C:13]([C:15]3[CH:16]=[C:17]4[C:21](=[CH:22][CH:23]=3)[NH:20][C:19]([C:24]([N:26]3[CH2:31][CH2:30][C:29]([F:33])([F:32])[CH2:28][CH2:27]3)=[O:25])=[CH:18]4)=[O:14])[CH2:9][CH2:8]2)[CH2:6][CH2:5][CH2:4][CH2:3][CH2:2]1.[Cl:34][C:35]1[CH:40]=[CH:39][C:38](B(O)O)=[CH:37][N:36]=1.N1C=CC=CC=1. The catalyst is ClCCl.C([O-])(=O)C.[Cu+2].C([O-])(=O)C. The product is [N:1]1([CH:7]2[CH2:12][CH2:11][N:10]([C:13]([C:15]3[CH:16]=[C:17]4[C:21](=[CH:22][CH:23]=3)[N:20]([C:38]3[CH:37]=[N:36][C:35]([Cl:34])=[CH:40][CH:39]=3)[C:19]([C:24]([N:26]3[CH2:31][CH2:30][C:29]([F:33])([F:32])[CH2:28][CH2:27]3)=[O:25])=[CH:18]4)=[O:14])[CH2:9][CH2:8]2)[CH2:2][CH2:3][CH2:4][CH2:5][CH2:6]1. The yield is 0.570. (10) The reactants are [OH:1][C:2]1[CH:3]=[C:4]([CH:7]=[CH:8][CH:9]=1)[CH:5]=[O:6].I[CH:11]([CH3:13])[CH3:12].C(=O)([O-])[O-].[K+].[K+].O. The catalyst is C(O)(C)C. The product is [CH:11]([O:1][C:2]1[CH:3]=[C:4]([CH:7]=[CH:8][CH:9]=1)[CH:5]=[O:6])([CH3:13])[CH3:12]. The yield is 0.670.